Dataset: Catalyst prediction with 721,799 reactions and 888 catalyst types from USPTO. Task: Predict which catalyst facilitates the given reaction. (1) Reactant: [N:1]12[CH2:8][C:5]([C:9]3[CH:10]=[CH:11][C:12]([C:15](=[NH:18])[NH:16][OH:17])=[N:13][CH:14]=3)([CH2:6][CH2:7]1)[CH2:4][CH2:3][CH2:2]2.[C:19](OC(=O)C)(=O)[CH3:20]. Product: [CH3:19][C:20]1[O:17][N:16]=[C:15]([C:12]2[CH:11]=[CH:10][C:9]([C:5]34[CH2:8][N:1]([CH2:7][CH2:6]3)[CH2:2][CH2:3][CH2:4]4)=[CH:14][N:13]=2)[N:18]=1. The catalyst class is: 17. (2) The catalyst class is: 4. Reactant: [NH2:1][CH:2]1[C:7]2=[N:8][C:9]([C:13]3[CH:18]=[CH:17][N:16]=[CH:15][CH:14]=3)=[CH:10][C:11](=[O:12])[N:6]2[CH2:5][CH2:4][CH2:3]1.[C:19]1([N:25]=[C:26]=[O:27])[CH:24]=[CH:23][CH:22]=[CH:21][CH:20]=1. Product: [O:12]=[C:11]1[N:6]2[CH2:5][CH2:4][CH2:3][CH:2]([NH:1][C:26]([NH:25][C:19]3[CH:24]=[CH:23][CH:22]=[CH:21][CH:20]=3)=[O:27])[C:7]2=[N:8][C:9]([C:13]2[CH:18]=[CH:17][N:16]=[CH:15][CH:14]=2)=[CH:10]1. (3) Reactant: [N:1]1[CH:6]=[CH:5][C:4]([NH:7][CH2:8][CH:9]2[CH2:14][CH2:13][NH:12][CH2:11][CH2:10]2)=[CH:3][N:2]=1.O=C1CCC(=O)N1[O:22][C:23](=O)[O:24][CH2:25][C:26]1[CH:31]=[CH:30][C:29]([F:32])=[CH:28][CH:27]=1. Product: [F:32][C:29]1[CH:28]=[CH:27][C:26]([CH2:25][O:24][C:23]([N:12]2[CH2:11][CH2:10][CH:9]([CH2:8][NH:7][C:4]3[CH:5]=[CH:6][N:1]=[N:2][CH:3]=3)[CH2:14][CH2:13]2)=[O:22])=[CH:31][CH:30]=1. The catalyst class is: 3.